The task is: Predict the product of the given reaction.. This data is from Forward reaction prediction with 1.9M reactions from USPTO patents (1976-2016). (1) Given the reactants Cl[C:2]([CH2:4][CH2:5][CH2:6][CH2:7][CH2:8][CH2:9][C:10]([O:12][CH2:13][CH3:14])=[O:11])=[O:3].[CH2:15]([C:19]1[CH:24]=[CH:23][C:22]([OH:25])=[CH:21][CH:20]=1)[CH2:16][CH2:17][CH3:18].N1C=CC=CC=1, predict the reaction product. The product is: [CH2:15]([C:19]1[CH:24]=[CH:23][C:22]([OH:25])=[C:21]([C:2](=[O:3])[CH2:4][CH2:5][CH2:6][CH2:7][CH2:8][CH2:9][C:10]([O:12][CH2:13][CH3:14])=[O:11])[CH:20]=1)[CH2:16][CH2:17][CH3:18]. (2) The product is: [C:20]([C:24]1[CH:28]=[C:27]([NH:29][C:30]([NH:32][C:33]2[CH:38]=[CH:37][C:36]([O:39][C:40]3[CH:45]=[CH:44][N:43]=[C:42]([NH:1][C:2]4[CH:17]=[C:16]([O:18][CH3:19])[CH:15]=[C:4]([O:5][CH2:6][CH2:7][O:8][CH2:9][CH2:10][O:11][CH2:12][CH2:13][OH:14])[CH:3]=4)[N:41]=3)=[C:35]([Cl:47])[C:34]=2[Cl:48])=[O:31])[N:26]([C:49]2[CH:54]=[CH:53][C:52]([CH3:55])=[CH:51][CH:50]=2)[N:25]=1)([CH3:23])([CH3:22])[CH3:21]. Given the reactants [NH2:1][C:2]1[CH:3]=[C:4]([CH:15]=[C:16]([O:18][CH3:19])[CH:17]=1)[O:5][CH2:6][CH2:7][O:8][CH2:9][CH2:10][O:11][CH2:12][CH2:13][OH:14].[C:20]([C:24]1[CH:28]=[C:27]([NH:29][C:30]([NH:32][C:33]2[CH:38]=[CH:37][C:36]([O:39][C:40]3[CH:45]=[CH:44][N:43]=[C:42](Cl)[N:41]=3)=[C:35]([Cl:47])[C:34]=2[Cl:48])=[O:31])[N:26]([C:49]2[CH:54]=[CH:53][C:52]([CH3:55])=[CH:51][CH:50]=2)[N:25]=1)([CH3:23])([CH3:22])[CH3:21].C([O-])(O)=O.[Na+], predict the reaction product. (3) Given the reactants [Br:1][C:2]1[CH:10]=[C:9]2[C:5]([CH:6]=[CH:7][NH:8]2)=[CH:4][CH:3]=1.[OH2:11].[N:12]([O-])=O.[Na+].Cl, predict the reaction product. The product is: [Br:1][C:2]1[CH:10]=[C:9]2[C:5]([C:6]([CH:7]=[O:11])=[N:12][NH:8]2)=[CH:4][CH:3]=1.